From a dataset of Full USPTO retrosynthesis dataset with 1.9M reactions from patents (1976-2016). Predict the reactants needed to synthesize the given product. (1) Given the product [C:40]([C:38]1[S:39][C:35]([C:31]2[CH:32]=[C:33]([Cl:34])[C:27]3[O:26][CH:25]([CH2:24][NH:23][C:18](=[O:20])/[CH:17]=[CH:16]/[C:13]4[CH:12]=[CH:11][C:10]([NH:9][NH:8][C:6]([O:5][C:1]([CH3:2])([CH3:3])[CH3:4])=[O:7])=[N:15][CH:14]=4)[CH2:29][C:28]=3[CH:30]=2)=[CH:36][CH:37]=1)(=[O:42])[CH3:41], predict the reactants needed to synthesize it. The reactants are: [C:1]([O:5][C:6]([NH:8][NH:9][C:10]1[N:15]=[CH:14][C:13](/[CH:16]=[CH:17]/[C:18]([O-:20])=O)=[CH:12][CH:11]=1)=[O:7])([CH3:4])([CH3:3])[CH3:2].[Li+].Cl.[NH2:23][CH2:24][CH:25]1[CH2:29][C:28]2[CH:30]=[C:31]([C:35]3[S:39][C:38]([C:40](=[O:42])[CH3:41])=[CH:37][CH:36]=3)[CH:32]=[C:33]([Cl:34])[C:27]=2[O:26]1.C1C=CC2N(O)N=NC=2C=1.CCN=C=NCCCN(C)C.CCN(C(C)C)C(C)C. (2) Given the product [CH2:5]([N:7]1[C:16]2[C:11](=[CH:12][C:13]([F:23])=[C:14]([N:17]3[CH2:22][CH2:21][N:20]([C:1](=[O:35])[CH:33]=[CH2:34])[CH2:19][CH2:18]3)[CH:15]=2)[C:10](=[O:24])[C:9]([C:25]([OH:27])=[O:26])=[CH:8]1)[CH3:6], predict the reactants needed to synthesize it. The reactants are: [CH:1](Cl)(Cl)Cl.[CH2:5]([N:7]1[C:16]2[C:11](=[CH:12][C:13]([F:23])=[C:14]([N:17]3[CH2:22][CH2:21][NH:20][CH2:19][CH2:18]3)[CH:15]=2)[C:10](=[O:24])[C:9]([C:25]([OH:27])=[O:26])=[CH:8]1)[CH3:6].C(N([CH2:33][CH3:34])CC)C.[OH2:35]. (3) Given the product [F:1][C:2]1[CH:3]=[C:4]([N:9]2[CH2:13][C@H:12]([CH2:14][N:15]3[CH:19]=[C:18]([Cl:20])[N:17]=[N:16]3)[O:11][C:10]2=[O:21])[CH:5]=[CH:6][C:7]=1[B:22]1[O:26][C:25]([CH3:28])([CH3:27])[C:24]([CH3:30])([CH3:29])[O:23]1, predict the reactants needed to synthesize it. The reactants are: [F:1][C:2]1[CH:3]=[C:4]([N:9]2[CH2:13][C@H:12]([CH2:14][N:15]3[CH:19]=[C:18]([Cl:20])[N:17]=[N:16]3)[O:11][C:10]2=[O:21])[CH:5]=[CH:6][C:7]=1I.[B:22]1([B:22]2[O:26][C:25]([CH3:28])([CH3:27])[C:24]([CH3:30])([CH3:29])[O:23]2)[O:26][C:25]([CH3:28])([CH3:27])[C:24]([CH3:30])([CH3:29])[O:23]1.C([O-])(=O)C.[K+]. (4) Given the product [Br:1][C:2]1[CH:6]=[C:5]([C:7]([NH:19][C:20]2[CH:33]=[CH:32][C:31]([Cl:34])=[CH:30][C:21]=2[C:22](=[O:23])[NH:24][CH:25]([CH:27]2[CH2:29][CH2:28]2)[CH3:26])=[O:11])[N:4]([C:12]2[C:17]([Cl:18])=[CH:16][CH:15]=[CH:14][N:13]=2)[N:3]=1, predict the reactants needed to synthesize it. The reactants are: [Br:1][C:2]1[CH:6]=[C:5]([C:7](=[O:11])SCC)[N:4]([C:12]2[C:17]([Cl:18])=[CH:16][CH:15]=[CH:14][N:13]=2)[N:3]=1.[NH2:19][C:20]1[CH:33]=[CH:32][C:31]([Cl:34])=[CH:30][C:21]=1[C:22]([NH:24][CH:25]([CH:27]1[CH2:29][CH2:28]1)[CH3:26])=[O:23].S([O-])([O-])(=O)=O.[Na+].[Na+].CC(C)([O-])C.[K+]. (5) Given the product [NH2:1][C:4]1[CH:5]=[C:6]([S:10]([C:13]2[CH:21]=[CH:20][C:19]3[N:18]([CH3:22])[C:17]4[CH2:23][CH:24]5[NH:28][CH:27]([C:16]=4[C:15]=3[C:14]=2[C:29]([O:31][C:32]([CH3:35])([CH3:34])[CH3:33])=[O:30])[CH2:26][CH2:25]5)(=[O:11])=[O:12])[CH:7]=[CH:8][CH:9]=1, predict the reactants needed to synthesize it. The reactants are: [N+:1]([C:4]1[CH:5]=[C:6]([S:10]([C:13]2[CH:21]=[CH:20][C:19]3[N:18]([CH3:22])[C:17]4[CH2:23][CH:24]5[NH:28][CH:27]([C:16]=4[C:15]=3[C:14]=2[C:29]([O:31][C:32]([CH3:35])([CH3:34])[CH3:33])=[O:30])[CH2:26][CH2:25]5)(=[O:12])=[O:11])[CH:7]=[CH:8][CH:9]=1)([O-])=O.[Cl-].[NH4+]. (6) Given the product [CH3:1][N:2]([CH2:9][C:8]1[CH:11]=[CH:12][C:5]([Br:4])=[CH:6][CH:7]=1)[CH3:3], predict the reactants needed to synthesize it. The reactants are: [CH3:1][NH:2][CH3:3].[Br:4][C:5]1[CH:12]=[CH:11][C:8]([CH2:9]Br)=[CH:7][CH:6]=1.